Dataset: Forward reaction prediction with 1.9M reactions from USPTO patents (1976-2016). Task: Predict the product of the given reaction. (1) Given the reactants Cl.[NH2:2][CH2:3][C:4]([F:8])([F:7])[CH2:5][OH:6].Br[CH2:10][CH2:11][O:12][CH2:13][CH2:14]Br.CCN(C(C)C)C(C)C, predict the reaction product. The product is: [F:7][C:4]([F:8])([CH2:3][N:2]1[CH2:14][CH2:13][O:12][CH2:11][CH2:10]1)[CH2:5][OH:6]. (2) Given the reactants [F:1][C:2]1[CH:3]=[C:4]([CH:15]=[CH:16][CH:17]=1)[O:5][CH2:6][C:7]1[O:11][N:10]=[C:9]([C:12]([OH:14])=O)[CH:8]=1.C(N(CC)CC)C.Cl.C(N=C=NCCCN(C)C)C.ON1C2C=CC=CC=2N=N1.[O:47]1[CH2:52][CH2:51][CH:50]([CH2:53][NH2:54])[CH2:49][CH2:48]1, predict the reaction product. The product is: [O:47]1[CH2:52][CH2:51][CH:50]([CH2:53][NH:54][C:12]([C:9]2[CH:8]=[C:7]([CH2:6][O:5][C:4]3[CH:15]=[CH:16][CH:17]=[C:2]([F:1])[CH:3]=3)[O:11][N:10]=2)=[O:14])[CH2:49][CH2:48]1. (3) Given the reactants [NH2:1][C:2]1[N:6]([CH3:7])[C:5](=[O:8])[C:4]([C:19]2[CH:24]=[CH:23][C:22]([F:25])=[C:21](Br)[CH:20]=2)([C:9]2[CH:14]=[CH:13][C:12]([O:15][CH:16]([F:18])[F:17])=[CH:11][CH:10]=2)[N:3]=1.[CH3:27][S:28]([O:31][C:32]1[CH:37]=[C:36](B2OC(C)(C)C(C)(C)O2)[CH:35]=[C:34]([C:47]#[N:48])[CH:33]=1)(=[O:30])=[O:29].[ClH:49], predict the reaction product. The product is: [ClH:49].[CH3:27][S:28]([O:31][C:32]1[CH:37]=[C:36]([C:21]2[CH:20]=[C:19]([C:4]3([C:9]4[CH:14]=[CH:13][C:12]([O:15][CH:16]([F:18])[F:17])=[CH:11][CH:10]=4)[C:5](=[O:8])[N:6]([CH3:7])[C:2]([NH2:1])=[N:3]3)[CH:24]=[CH:23][C:22]=2[F:25])[CH:35]=[C:34]([C:47]#[N:48])[CH:33]=1)(=[O:30])=[O:29]. (4) Given the reactants [CH:1]12[CH:16]=[CH:15][CH:5]([O:6][N:7]1[C:8]([O:10][C:11]([CH3:14])([CH3:13])[CH3:12])=[O:9])[CH2:4][CH2:3][CH2:2]2.[H][H], predict the reaction product. The product is: [OH:6][C@@H:5]1[CH2:4][CH2:3][CH2:2][C@H:1]([NH:7][C:8](=[O:9])[O:10][C:11]([CH3:13])([CH3:12])[CH3:14])[CH2:16][CH2:15]1. (5) Given the reactants OC12CC3CC(CC(CO)(C3)C1)C2.[H-].[Na+].[Na].[F:17][C:18]([F:38])([S:34]([OH:37])(=[O:36])=[O:35])[C:19]([O:21][CH2:22][C:23]12[CH2:32][CH:27]3[CH2:28][CH:29]([CH2:31][C:25]([OH:33])([CH2:26]3)[CH2:24]1)[CH2:30]2)=[O:20].[Cl-].[C:40]1([S+:46]([C:53]2[CH:58]=[CH:57][CH:56]=[CH:55][CH:54]=2)[C:47]2[CH:52]=[CH:51][CH:50]=[CH:49][CH:48]=2)[CH:45]=[CH:44][CH:43]=[CH:42][CH:41]=1, predict the reaction product. The product is: [OH:33][C:25]12[CH2:31][CH:29]3[CH2:28][CH:27]([CH2:32][C:23]([CH2:22][O:21][C:19]([C:18]([F:38])([F:17])[S:34]([O-:37])(=[O:35])=[O:36])=[O:20])([CH2:30]3)[CH2:24]1)[CH2:26]2.[C:53]1([S+:46]([C:40]2[CH:41]=[CH:42][CH:43]=[CH:44][CH:45]=2)[C:47]2[CH:52]=[CH:51][CH:50]=[CH:49][CH:48]=2)[CH:54]=[CH:55][CH:56]=[CH:57][CH:58]=1. (6) Given the reactants [C:1]([O:5][C:6]([N:8]1[CH2:13][CH2:12][NH:11][CH2:10][CH2:9]1)=[O:7])([CH3:4])([CH3:3])[CH3:2].[Cl:14][C:15]1[CH:29]=[CH:28][C:18]([O:19][C:20]2[CH:21]=[C:22]([CH:25]=[CH:26][CH:27]=2)[CH:23]=O)=[CH:17][CH:16]=1.[BH-](OC(C)=O)(OC(C)=O)OC(C)=O.[Na+].[OH-].[K+], predict the reaction product. The product is: [C:1]([O:5][C:6]([N:8]1[CH2:13][CH2:12][N:11]([CH2:23][C:22]2[CH:25]=[CH:26][CH:27]=[C:20]([O:19][C:18]3[CH:28]=[CH:29][C:15]([Cl:14])=[CH:16][CH:17]=3)[CH:21]=2)[CH2:10][CH2:9]1)=[O:7])([CH3:4])([CH3:2])[CH3:3].